Dataset: Peptide-MHC class I binding affinity with 185,985 pairs from IEDB/IMGT. Task: Regression. Given a peptide amino acid sequence and an MHC pseudo amino acid sequence, predict their binding affinity value. This is MHC class I binding data. (1) The peptide sequence is YLDDPDLKY. The MHC is HLA-B40:01 with pseudo-sequence HLA-B40:01. The binding affinity (normalized) is 0.0847. (2) The peptide sequence is EAFLNFTSM. The MHC is H-2-Kb with pseudo-sequence H-2-Kb. The binding affinity (normalized) is 0.328. (3) The MHC is HLA-A33:01 with pseudo-sequence HLA-A33:01. The peptide sequence is SIFAGHLKCR. The binding affinity (normalized) is 0.561. (4) The peptide sequence is NTIAVITET. The MHC is HLA-A02:03 with pseudo-sequence HLA-A02:03. The binding affinity (normalized) is 0.204. (5) The peptide sequence is IEELREHLL. The MHC is HLA-A68:02 with pseudo-sequence HLA-A68:02. The binding affinity (normalized) is 0. (6) The peptide sequence is LRKERLAKL. The binding affinity (normalized) is 0.0641. The MHC is BoLA-T2b with pseudo-sequence BoLA-T2b.